From a dataset of Full USPTO retrosynthesis dataset with 1.9M reactions from patents (1976-2016). Predict the reactants needed to synthesize the given product. The reactants are: CS(O[CH2:6][CH2:7][CH:8]1[N:13]2[CH:14]=[C:15]([I:17])[CH:16]=[C:12]2[C:11](=[O:18])[NH:10][CH2:9]1)(=O)=O.[N-:19]=[N+:20]=[N-:21].[Na+]. Given the product [N:19]([CH2:6][CH2:7][CH:8]1[N:13]2[CH:14]=[C:15]([I:17])[CH:16]=[C:12]2[C:11](=[O:18])[NH:10][CH2:9]1)=[N+:20]=[N-:21], predict the reactants needed to synthesize it.